This data is from Catalyst prediction with 721,799 reactions and 888 catalyst types from USPTO. The task is: Predict which catalyst facilitates the given reaction. (1) Reactant: Cl[C:2]1[CH:7]=[C:6]([C:8]2[CH:13]=[CH:12][CH:11]=[CH:10][C:9]=2[F:14])[N:5]=[CH:4][N:3]=1.[CH2:15]([OH:18])[C:16]#[CH:17].[H-].[Na+].O. Product: [F:14][C:9]1[CH:10]=[CH:11][CH:12]=[CH:13][C:8]=1[C:6]1[CH:7]=[C:2]([O:18][CH2:15][C:16]#[CH:17])[N:3]=[CH:4][N:5]=1. The catalyst class is: 9. (2) Reactant: [F-].C([N+](CCCC)(CCCC)CCCC)CCC.[N-]=C=O.[CH2:22]([O:29][C:30]1[CH:35]=[C:34]([I:36])[CH:33]=[CH:32][C:31]=1[N:37]1[S:41](=[O:43])(=[O:42])[N:40](CC[Si](C)(C)C)[C:39](=[O:50])[CH2:38]1)[C:23]1[CH:28]=[CH:27][CH:26]=[CH:25][CH:24]=1. Product: [CH2:22]([O:29][C:30]1[CH:35]=[C:34]([I:36])[CH:33]=[CH:32][C:31]=1[N:37]1[S:41](=[O:43])(=[O:42])[NH:40][C:39](=[O:50])[CH2:38]1)[C:23]1[CH:24]=[CH:25][CH:26]=[CH:27][CH:28]=1. The catalyst class is: 1.